This data is from Full USPTO retrosynthesis dataset with 1.9M reactions from patents (1976-2016). The task is: Predict the reactants needed to synthesize the given product. (1) The reactants are: [O:1]1[CH2:3][C@@H:2]1[CH2:4][O:5][C:6]1[CH:7]=[C:8]([C:12]2[C:20]3[C:15](=[N:16][CH:17]=[CH:18][CH:19]=3)[O:14][N:13]=2)[CH:9]=[CH:10][CH:11]=1. Given the product [CH2:12]([NH:13][CH2:3][C@@H:2]([OH:1])[CH2:4][O:5][C:6]1[CH:11]=[CH:10][CH:9]=[C:8]([C:12]2[C:20]3[C:15](=[N:16][CH:17]=[CH:18][CH:19]=3)[O:14][N:13]=2)[CH:7]=1)[C:8]1[CH:9]=[CH:10][CH:11]=[CH:6][CH:7]=1, predict the reactants needed to synthesize it. (2) Given the product [CH:7]1[C:1]2([CH2:2][CH2:3][CH2:4][CH2:5][CH2:6]2)[CH2:10][CH2:9][C:11](=[O:12])[CH:13]=1, predict the reactants needed to synthesize it. The reactants are: [CH:1]1([CH:7]=O)[CH2:6][CH2:5][CH2:4][CH2:3][CH2:2]1.[CH:9]([C:11]([CH3:13])=[O:12])=[CH2:10].S(=O)(=O)(O)O.C(=O)(O)[O-].[Na+]. (3) Given the product [CH2:1]([O:3][C:4]([C:6]1[C:7](=[O:37])[C:8]2[CH:13]=[N:12][C:11]([NH:14][C:15]3[CH:16]=[CH:17][C:18]([CH:21]4[CH2:26][CH2:25][N:24]([S:39]([CH3:38])(=[O:41])=[O:40])[CH2:23][CH2:22]4)=[CH:19][CH:20]=3)=[N:10][C:9]=2[N:27]([C:29]2[CH:30]=[CH:31][C:32]([CH2:35][CH3:36])=[CH:33][CH:34]=2)[CH:28]=1)=[O:5])[CH3:2], predict the reactants needed to synthesize it. The reactants are: [CH2:1]([O:3][C:4]([C:6]1[C:7](=[O:37])[C:8]2[CH:13]=[N:12][C:11]([NH:14][C:15]3[CH:20]=[CH:19][C:18]([CH:21]4[CH2:26][CH2:25][NH:24][CH2:23][CH2:22]4)=[CH:17][CH:16]=3)=[N:10][C:9]=2[N:27]([C:29]2[CH:34]=[CH:33][C:32]([CH2:35][CH3:36])=[CH:31][CH:30]=2)[CH:28]=1)=[O:5])[CH3:2].[CH3:38][S:39](Cl)(=[O:41])=[O:40].O. (4) Given the product [C:20]1([C:33]2[CH:38]=[CH:37][CH:36]=[CH:35][CH:34]=2)[CH:21]=[CH:22][C:23]([NH:26][C:27](=[O:32])[CH2:28][C:29](=[O:31])[N:55]2[CH2:56][CH2:57][N:52]([C:58](=[O:59])[C:60]3[CH:65]=[CH:64][CH:63]=[CH:62][C:61]=3[C:66]([F:69])([F:67])[F:68])[CH2:53][CH2:54]2)=[CH:24][CH:25]=1, predict the reactants needed to synthesize it. The reactants are: C1C=CC2N(O)N=NC=2C=1.CCN(C(C)C)C(C)C.[C:20]1([C:33]2[CH:38]=[CH:37][CH:36]=[CH:35][CH:34]=2)[CH:25]=[CH:24][C:23]([NH:26][C:27](=[O:32])[CH2:28][C:29]([OH:31])=O)=[CH:22][CH:21]=1.CCN=C=NCCCN(C)C.Cl.Cl.[N:52]1([C:58]([C:60]2[CH:65]=[CH:64][CH:63]=[CH:62][C:61]=2[C:66]([F:69])([F:68])[F:67])=[O:59])[CH2:57][CH2:56][NH:55][CH2:54][CH2:53]1. (5) Given the product [O:1]1[CH2:2][CH2:3][CH:4]([O:7][CH2:8][CH2:9][O:10][C:11]2[CH:16]=[CH:15][C:14]([C:51]3[C:52]4[C:47](=[CH:48][CH:49]=[C:58]([C:57]([NH2:59])=[O:69])[CH:53]=4)[CH:46]=[N:41][CH:50]=3)=[CH:13][CH:12]=2)[CH2:5][CH2:6]1, predict the reactants needed to synthesize it. The reactants are: [O:1]1[CH2:6][CH2:5][CH:4]([O:7][CH2:8][CH2:9][O:10][C:11]2[CH:16]=[CH:15][C:14](C3C4C(=CC(C(OCC[Si](C)(C)C)=O)=CC=4)C=CN=3)=[CH:13][CH:12]=2)[CH2:3][CH2:2]1.[F-].C([N+:41]([CH2:50][CH2:51][CH2:52][CH3:53])([CH2:46][CH2:47][CH2:48][CH3:49])CCCC)CCC.[Cl-].[NH4+].Cl.[CH2:57]([N:59]=C=NCCCN(C)C)[CH3:58].O.[OH:69]N1C2C=CC=CC=2N=N1.C(N(CC)CC)C. (6) The reactants are: I[CH2:2][CH2:3][CH3:4].[CH2:5]1[O:9][C:8]2[CH:10]=[C:11]([OH:14])[CH:12]=[CH:13][C:7]=2[O:6]1. Given the product [CH2:2]([O:14][C:11]1[CH:12]=[CH:13][C:7]2[O:6][CH2:5][O:9][C:8]=2[CH:10]=1)[CH2:3][CH3:4], predict the reactants needed to synthesize it.